Dataset: Forward reaction prediction with 1.9M reactions from USPTO patents (1976-2016). Task: Predict the product of the given reaction. (1) Given the reactants Br[C:2]1[CH:6]=[CH:5][S:4][C:3]=1[CH:7]([OH:17])[CH2:8][CH2:9][CH2:10][C:11]1[CH:16]=[CH:15][CH:14]=[CH:13][CH:12]=1.[CH2:18]([O:20][C:21]([C:23]1([C:26]2[CH:31]=[CH:30][C:29]([C:32]3[CH:37]=[CH:36][C:35](B4OC(C)(C)C(C)(C)O4)=[CH:34][CH:33]=3)=[CH:28][CH:27]=2)[CH2:25][CH2:24]1)=[O:22])[CH3:19], predict the reaction product. The product is: [CH2:18]([O:20][C:21]([C:23]1([C:26]2[CH:27]=[CH:28][C:29]([C:32]3[CH:33]=[CH:34][C:35]([C:2]4[CH:6]=[CH:5][S:4][C:3]=4[CH:7]([OH:17])[CH2:8][CH2:9][CH2:10][C:11]4[CH:16]=[CH:15][CH:14]=[CH:13][CH:12]=4)=[CH:36][CH:37]=3)=[CH:30][CH:31]=2)[CH2:25][CH2:24]1)=[O:22])[CH3:19]. (2) The product is: [Cl:26][C:23]1[CH:22]=[CH:21][C:20]([N:13]2[C:12]([CH:5]([CH:6]3[CH2:11][CH2:10][CH2:9][CH2:8][CH2:7]3)[C:4]([OH:27])=[O:3])=[C:16]3[CH2:17][CH2:18][CH2:19][C:15]3=[N:14]2)=[CH:25][CH:24]=1. Given the reactants C([O:3][C:4](=[O:27])[CH:5]([C:12]1[N:13]([C:20]2[CH:25]=[CH:24][C:23]([Cl:26])=[CH:22][CH:21]=2)[N:14]=[C:15]2[CH2:19][CH2:18][CH2:17][C:16]=12)[CH:6]1[CH2:11][CH2:10][CH2:9][CH2:8][CH2:7]1)C.[OH-].[Na+], predict the reaction product. (3) Given the reactants [NH:1]1[C:9]2[C:4](=[CH:5][CH:6]=[C:7]([C:10]([OH:12])=[O:11])[CH:8]=2)[CH:3]=[CH:2]1.[CH3:13][Si](C=[N+]=[N-])(C)C, predict the reaction product. The product is: [CH3:13][O:11][C:10]([C:7]1[CH:8]=[C:9]2[C:4]([CH:3]=[CH:2][NH:1]2)=[CH:5][CH:6]=1)=[O:12]. (4) Given the reactants [CH3:1][O:2][C:3]1[CH:4]=[C:5]2[C:9](=[CH:10][CH:11]=1)[NH:8][CH:7]=[C:6]2[CH2:12][C:13]([OH:15])=[O:14].[C:16]([O-])([O-])=O.[K+].[K+].CI, predict the reaction product. The product is: [CH3:1][O:2][C:3]1[CH:4]=[C:5]2[C:9](=[CH:10][CH:11]=1)[NH:8][CH:7]=[C:6]2[CH2:12][C:13]([O:15][CH3:16])=[O:14]. (5) Given the reactants CO[C:3](=[O:38])[CH2:4][NH:5][C@H:6]1[CH2:11][CH2:10][C@H:9]([CH2:12][NH:13][C:14]2[N:19]=[C:18]([N:20]3[C:24]4[CH:25]=[CH:26][CH:27]=[CH:28][C:23]=4[N:22]=[C:21]3[CH:29]([F:31])[F:30])[CH:17]=[C:16]([N:32]3[CH2:37][CH2:36][O:35][CH2:34][CH2:33]3)[N:15]=2)[CH2:8][CH2:7]1.[CH2:39]([Mg]Br)[CH3:40].O1CC[CH2:45][CH2:44]1, predict the reaction product. The product is: [F:31][CH:29]([F:30])[C:21]1[N:20]([C:18]2[CH:17]=[C:16]([N:32]3[CH2:37][CH2:36][O:35][CH2:34][CH2:33]3)[N:15]=[C:14]([NH:13][CH2:12][C@H:9]3[CH2:8][CH2:7][C@H:6]([NH:5][CH2:4][C:3]([OH:38])([CH2:39][CH3:40])[CH2:44][CH3:45])[CH2:11][CH2:10]3)[N:19]=2)[C:24]2[CH:25]=[CH:26][CH:27]=[CH:28][C:23]=2[N:22]=1.